This data is from Peptide-MHC class I binding affinity with 185,985 pairs from IEDB/IMGT. The task is: Regression. Given a peptide amino acid sequence and an MHC pseudo amino acid sequence, predict their binding affinity value. This is MHC class I binding data. (1) The peptide sequence is RWFVRNPFF. The MHC is HLA-B83:01 with pseudo-sequence HLA-B83:01. The binding affinity (normalized) is 0.213. (2) The peptide sequence is RDITAFEGL. The MHC is HLA-A69:01 with pseudo-sequence HLA-A69:01. The binding affinity (normalized) is 0.0847.